Dataset: Reaction yield outcomes from USPTO patents with 853,638 reactions. Task: Predict the reaction yield, written as a fraction of the theoretical maximum amount of product (1.0 means a 100% yield; for example, 0.34 means a 34% yield). The reactants are C(O)=O.C([N:11]1[C:15]2([CH2:19][CH2:18][N:17]([C:20]3[CH:21]=[N:22][CH:23]=[CH:24][CH:25]=3)[CH2:16]2)[CH2:14][CH2:13][CH2:12]1)C1C=CC=CC=1.[Cl-].[Na+].[OH-].[Na+]. The catalyst is [Pd].C(O)C.C(Cl)(Cl)Cl. The product is [N:22]1[CH:23]=[CH:24][CH:25]=[C:20]([N:17]2[CH2:18][CH2:19][C:15]3([NH:11][CH2:12][CH2:13][CH2:14]3)[CH2:16]2)[CH:21]=1. The yield is 0.952.